From a dataset of Forward reaction prediction with 1.9M reactions from USPTO patents (1976-2016). Predict the product of the given reaction. (1) Given the reactants Cl[C:2]1[N:10]=[C:9]([Cl:11])[CH:8]=[CH:7][C:3]=1[C:4]([OH:6])=[O:5].[CH2:12]([NH2:14])[CH3:13], predict the reaction product. The product is: [Cl:11][C:9]1[N:10]=[C:2]([NH:14][CH2:12][CH3:13])[C:3]([C:4]([OH:6])=[O:5])=[CH:7][CH:8]=1. (2) Given the reactants C([O:8][C:9]1[CH:18]=[C:17]2[C:12]([C:13]([O:19][C:20]3[C:21]([C:28]4[CH:33]=[CH:32][CH:31]=[CH:30][N:29]=4)=[N:22][C:23]([CH3:27])=[C:24]([CH3:26])[CH:25]=3)=[CH:14][CH:15]=[N:16]2)=[CH:11][C:10]=1[O:34][CH3:35])C1C=CC=CC=1.CS(O)(=O)=O, predict the reaction product. The product is: [CH3:26][C:24]1[CH:25]=[C:20]([O:19][C:13]2[C:12]3[C:17](=[CH:18][C:9]([OH:8])=[C:10]([O:34][CH3:35])[CH:11]=3)[N:16]=[CH:15][CH:14]=2)[C:21]([C:28]2[CH:33]=[CH:32][CH:31]=[CH:30][N:29]=2)=[N:22][C:23]=1[CH3:27].